Predict the reaction yield, written as a fraction of the theoretical maximum amount of product (1.0 means a 100% yield; for example, 0.34 means a 34% yield). From a dataset of Reaction yield outcomes from USPTO patents with 853,638 reactions. The product is [Cl:1][C:2]1[C:7]([O:8][C:9]2[CH:14]=[CH:13][C:12]([F:15])=[CH:11][C:10]=2[F:16])=[CH:6][N:5]=[C:4]([S:31]([CH3:19])(=[O:33])=[O:30])[N:3]=1. The reactants are [Cl:1][C:2]1[C:7]([O:8][C:9]2[CH:14]=[CH:13][C:12]([F:15])=[CH:11][C:10]=2[F:16])=[CH:6][N:5]=[C:4](SC)[N:3]=1.[CH:19]1C=C(Cl)C=C(C(OO)=O)C=1.[O-:30][S:31]([O-:33])=O.[Na+].[Na+].CC(=O)OCC. The catalyst is C(Cl)Cl. The yield is 0.391.